Predict the reaction yield, written as a fraction of the theoretical maximum amount of product (1.0 means a 100% yield; for example, 0.34 means a 34% yield). From a dataset of Reaction yield outcomes from USPTO patents with 853,638 reactions. (1) The reactants are [CH3:1][O:2][C:3]1[CH:11]=[C:10]([C:12]([F:15])([F:14])[F:13])[CH:9]=[C:8]([O:16][CH3:17])[C:4]=1[C:5](O)=[O:6].S(Cl)([Cl:20])=O. The catalyst is C1(C)C=CC=CC=1. The product is [CH3:1][O:2][C:3]1[CH:11]=[C:10]([C:12]([F:15])([F:14])[F:13])[CH:9]=[C:8]([O:16][CH3:17])[C:4]=1[C:5]([Cl:20])=[O:6]. The yield is 0.989. (2) The reactants are CO[C:3]([CH2:5][CH2:6][C@H:7]([NH2:11])[C:8]([OH:10])=[O:9])=[O:4].C1(C(O)CC(O)C)C=CC=CC=1.[CH2:24]([N:26](CC)CC)[CH3:25].C(N)C. The catalyst is CO. The product is [NH2:11][C@H:7]([C:8]([OH:10])=[O:9])[CH2:6][CH2:5][C:3]([NH:26][CH2:24][CH3:25])=[O:4]. The yield is 0.870. (3) The reactants are [CH3:1][N:2]1[C:6]([C:7]2[CH:19]=[N:18][C:17]3[C:16]4[CH:15]=[CH:14][C:13]([C:20](O)([CH3:22])[CH3:21])=[CH:12][C:11]=4[N:10]([C@H:24]([C:31]4[CH:36]=[CH:35][CH:34]=[CH:33][CH:32]=4)[CH:25]4[CH2:30][CH2:29][O:28][CH2:27][CH2:26]4)[C:9]=3[CH:8]=2)=[C:5]([CH3:37])[N:4]=[N:3]1.C(N(S(F)(F)[F:44])CC)C.C([O-])(O)=O.[Na+]. The catalyst is ClCCl. The product is [F:44][C:20]([C:13]1[CH:14]=[CH:15][C:16]2[C:17]3[N:18]=[CH:19][C:7]([C:6]4[N:2]([CH3:1])[N:3]=[N:4][C:5]=4[CH3:37])=[CH:8][C:9]=3[N:10]([C@@H:24]([CH:25]3[CH2:26][CH2:27][O:28][CH2:29][CH2:30]3)[C:31]3[CH:32]=[CH:33][CH:34]=[CH:35][CH:36]=3)[C:11]=2[CH:12]=1)([CH3:21])[CH3:22]. The yield is 0.400. (4) The reactants are Br[C:2]1[CH:3]=[C:4]([C:9]([F:12])([F:11])[F:10])[C:5]([NH2:8])=[N:6][CH:7]=1.[I-:13].[Na+]. The catalyst is C(O)CCC.[Cu]I.CNCCNC. The product is [I:13][C:2]1[CH:3]=[C:4]([C:9]([F:12])([F:11])[F:10])[C:5]([NH2:8])=[N:6][CH:7]=1. The yield is 1.02. (5) The reactants are OS(O)(=O)=O.C(O)(C(F)(F)F)=[O:7].[CH3:13][C:14]1[N:19]=[C:18]([C:20]2[C:25]([C:26]3[CH:27]=[CH:28][C:29]4[N:30]([C:32]([C:35]#[N:36])=[CH:33][N:34]=4)[CH:31]=3)=[CH:24][CH:23]=[CH:22][N:21]=2)[CH:17]=[CH:16][CH:15]=1.[OH-].[Na+]. No catalyst specified. The product is [CH3:13][C:14]1[N:19]=[C:18]([C:20]2[C:25]([C:26]3[CH:27]=[CH:28][C:29]4[N:30]([C:32]([C:35]([NH2:36])=[O:7])=[CH:33][N:34]=4)[CH:31]=3)=[CH:24][CH:23]=[CH:22][N:21]=2)[CH:17]=[CH:16][CH:15]=1. The yield is 0.450. (6) The reactants are O.[NH2:2][NH2:3].[CH2:4]([O:11][C:12]([NH:14][C@H:15]1[CH2:18][C@H:17]([C:19]([O:21]C)=O)[CH2:16]1)=[O:13])[C:5]1[CH:10]=[CH:9][CH:8]=[CH:7][CH:6]=1. The catalyst is CO. The product is [CH2:4]([O:11][C:12](=[O:13])[NH:14][C@H:15]1[CH2:18][C@H:17]([C:19]([NH:2][NH2:3])=[O:21])[CH2:16]1)[C:5]1[CH:10]=[CH:9][CH:8]=[CH:7][CH:6]=1. The yield is 0.760. (7) The product is [CH2:25]([O:32][C:33]1[CH:34]=[C:35](/[CH:36]=[CH:20]/[C:21]([O:23][CH3:24])=[O:22])[CH:38]=[CH:39][C:40]=1[I:41])[C:26]1[CH:31]=[CH:30][CH:29]=[CH:28][CH:27]=1. The reactants are C1(P(=[CH:20][C:21]([O:23][CH3:24])=[O:22])(C2C=CC=CC=2)C2C=CC=CC=2)C=CC=CC=1.[CH2:25]([O:32][C:33]1[CH:34]=[C:35]([CH:38]=[CH:39][C:40]=1[I:41])[CH:36]=O)[C:26]1[CH:31]=[CH:30][CH:29]=[CH:28][CH:27]=1. The catalyst is C1(C)C=CC=CC=1. The yield is 0.680.